From a dataset of Forward reaction prediction with 1.9M reactions from USPTO patents (1976-2016). Predict the product of the given reaction. (1) Given the reactants [C:1]([O:5][C:6](=[O:28])[NH:7][C:8]1([C:12]2[CH:17]=[CH:16][C:15]([C:18](=O)[CH:19](Br)[C:20]3[CH:25]=[CH:24][CH:23]=[CH:22][CH:21]=3)=[CH:14][CH:13]=2)[CH2:11][CH2:10][CH2:9]1)([CH3:4])([CH3:3])[CH3:2].[NH2:29][C:30]1[C:35]([CH3:36])=[CH:34][C:33]([Br:37])=[CH:32][N:31]=1.C(N(CC)C(C)C)(C)C, predict the reaction product. The product is: [C:1]([O:5][C:6](=[O:28])[NH:7][C:8]1([C:12]2[CH:13]=[CH:14][C:15]([C:18]3[N:29]=[C:30]4[C:35]([CH3:36])=[CH:34][C:33]([Br:37])=[CH:32][N:31]4[C:19]=3[C:20]3[CH:25]=[CH:24][CH:23]=[CH:22][CH:21]=3)=[CH:16][CH:17]=2)[CH2:9][CH2:10][CH2:11]1)([CH3:4])([CH3:2])[CH3:3]. (2) Given the reactants Cl[C:2]1[N:7]=[C:6]([C:8]2[C:9]([C:17]3[CH:18]=[C:19]([NH:23][C:24](=[O:33])[C:25]4[C:30]([F:31])=[CH:29][CH:28]=[CH:27][C:26]=4[F:32])[CH:20]=[CH:21][CH:22]=3)=[N:10][N:11]3[CH:16]=[CH:15][CH:14]=[CH:13][C:12]=23)[CH:5]=[CH:4][N:3]=1.[CH2:34]([N:36](CC)[CH2:37][CH2:38][CH2:39][O:40][C:41]1[CH:47]=[CH:46][C:44]([NH2:45])=[CH:43][C:42]=1[F:48])C, predict the reaction product. The product is: [NH2:45][C:44]1[CH:46]=[CH:47][C:41]([O:40][CH2:39][CH2:38][CH2:37][N:36]([CH3:34])[C:2]2[N:7]=[C:6]([C:8]3[C:9]([C:17]4[CH:18]=[C:19]([NH:23][C:24](=[O:33])[C:25]5[C:26]([F:32])=[CH:27][CH:28]=[CH:29][C:30]=5[F:31])[CH:20]=[CH:21][CH:22]=4)=[N:10][N:11]4[CH:16]=[CH:15][CH:14]=[CH:13][C:12]=34)[CH:5]=[CH:4][N:3]=2)=[C:42]([F:48])[CH:43]=1. (3) Given the reactants [OH:1][C:2]1([C:15]#[C:16][Si:17]([CH3:20])([CH3:19])[CH3:18])[CH2:7][CH2:6][N:5](C(OC(C)(C)C)=O)[CH2:4][CH2:3]1.[ClH:21], predict the reaction product. The product is: [Cl-:21].[OH:1][C:2]1([C:15]#[C:16][Si:17]([CH3:18])([CH3:20])[CH3:19])[CH2:7][CH2:6][NH2+:5][CH2:4][CH2:3]1. (4) Given the reactants [H-].[Na+].[CH:3]1([C:9](=[O:17])[CH2:10]P(=O)(OC)OC)[CH2:8][CH2:7][CH2:6][CH2:5][CH2:4]1.[F:18][C:19]1[CH:24]=[C:23]([CH:25]=O)[C:22]([C:27]2[N:28]=[CH:29][N:30]([C:32]([C:45]3[CH:50]=[CH:49][CH:48]=[CH:47][CH:46]=3)([C:39]3[CH:44]=[CH:43][CH:42]=[CH:41][CH:40]=3)[C:33]3[CH:38]=[CH:37][CH:36]=[CH:35][CH:34]=3)[CH:31]=2)=[CH:21][N:20]=1, predict the reaction product. The product is: [CH:3]1([C:9](=[O:17])[CH:10]=[CH:25][C:23]2[C:22]([C:27]3[N:28]=[CH:29][N:30]([C:32]([C:39]4[CH:40]=[CH:41][CH:42]=[CH:43][CH:44]=4)([C:45]4[CH:46]=[CH:47][CH:48]=[CH:49][CH:50]=4)[C:33]4[CH:38]=[CH:37][CH:36]=[CH:35][CH:34]=4)[CH:31]=3)=[CH:21][N:20]=[C:19]([F:18])[CH:24]=2)[CH2:8][CH2:7][CH2:6][CH2:5][CH2:4]1. (5) Given the reactants [N:1]1([C:7](=[O:24])[C@@H:8]([NH:16]C(=O)OC(C)(C)C)[CH2:9][C:10]2[CH:15]=[CH:14][N:13]=[CH:12][CH:11]=2)[CH2:6][CH2:5][O:4][CH2:3][CH2:2]1.Cl.CO, predict the reaction product. The product is: [N:1]1([C:7](=[O:24])[C@@H:8]([NH2:16])[CH2:9][C:10]2[CH:11]=[CH:12][N:13]=[CH:14][CH:15]=2)[CH2:6][CH2:5][O:4][CH2:3][CH2:2]1. (6) Given the reactants [C:1]([O-:4])(=[O:3])[CH3:2].[Sb+3:5].[C:6]([O-:9])(=[O:8])[CH3:7].[C:10]([O-:13])(=[O:12])[CH3:11].[OH-:14].[NH4+].[Sb], predict the reaction product. The product is: [C:1]([O-:4])(=[O:3])[C:2]([O-:8])=[O:14].[Sb+3:5].[C:6]([O-:9])(=[O:8])[C:7]([O-:12])=[O:14].[C:10]([O-:13])(=[O:12])[C:11]([O-:3])=[O:14].[Sb+3:5].